Dataset: Full USPTO retrosynthesis dataset with 1.9M reactions from patents (1976-2016). Task: Predict the reactants needed to synthesize the given product. (1) Given the product [CH2:1]([O:8][C@H:9]1[C@H:16]([O:17][CH2:18][C:19]2[CH:20]=[CH:21][CH:22]=[CH:23][CH:24]=2)[C@@H:15]([CH2:25][OH:26])[O:14][C@@H:11]([O:12][CH3:13])[C@@H:10]1[O:35][Si:36]([C:39]([CH3:42])([CH3:41])[CH3:40])([CH3:38])[CH3:37])[C:2]1[CH:7]=[CH:6][CH:5]=[CH:4][CH:3]=1, predict the reactants needed to synthesize it. The reactants are: [CH2:1]([O:8][C@H:9]1[C@H:16]([O:17][CH2:18][C:19]2[CH:24]=[CH:23][CH:22]=[CH:21][CH:20]=2)[C@@H:15]([CH2:25][O:26]CC2C=CC(Cl)=CC=2)[O:14][C@@H:11]([O:12][CH3:13])[C@@H:10]1[O:35][Si:36]([C:39]([CH3:42])([CH3:41])[CH3:40])([CH3:38])[CH3:37])[C:2]1[CH:7]=[CH:6][CH:5]=[CH:4][CH:3]=1.CNC1C=CC=CC=1.CC([O-])(C)C.[Na+]. (2) Given the product [F:17][C:14]1[CH:15]=[CH:16][C:11]([C:10]2[C:2]3=[N:3][CH:4]=[CH:5][CH:6]=[C:7]3[NH:8][C:9]=2[C:18]2[CH:23]=[CH:22][N:21]=[C:20]([S:24][CH3:25])[N:19]=2)=[CH:12][CH:13]=1, predict the reactants needed to synthesize it. The reactants are: Cl[C:2]1[C:7]([N:8]=[C:9]([C:18]2[CH:23]=[CH:22][N:21]=[C:20]([S:24][CH3:25])[N:19]=2)[CH2:10][C:11]2[CH:16]=[CH:15][C:14]([F:17])=[CH:13][CH:12]=2)=[CH:6][CH:5]=[CH:4][N:3]=1.C1N2CCN(CC2)C1.O. (3) Given the product [Cl:1][C:2]1[CH:7]=[C:6]([CH2:8][CH2:9][NH:10][C:11]2[N:16]=[C:15]([C:17]3[CH:18]=[C:19]([CH:20]=[CH:21][CH:22]=3)[CH2:23][N:24]([CH:25]([CH3:26])[CH3:27])[C:34](=[O:35])[C:33]3[CH:37]=[CH:38][C:30]([CH3:29])=[N:31][CH:32]=3)[CH:14]=[CH:13][N:12]=2)[CH:5]=[CH:4][C:3]=1[OH:28], predict the reactants needed to synthesize it. The reactants are: [Cl:1][C:2]1[CH:7]=[C:6]([CH2:8][CH2:9][NH:10][C:11]2[N:16]=[C:15]([C:17]3[CH:22]=[CH:21][CH:20]=[C:19]([CH2:23][NH:24][CH:25]([CH3:27])[CH3:26])[CH:18]=3)[CH:14]=[CH:13][N:12]=2)[CH:5]=[CH:4][C:3]=1[OH:28].[CH3:29][C:30]1[CH:38]=[CH:37][C:33]([C:34](O)=[O:35])=[CH:32][N:31]=1. (4) Given the product [F:24][C:25]1[CH:30]=[CH:29][C:28]([C:2]2[CH:3]=[C:4]3[C:9](=[CH:10][CH:11]=2)[CH:8]=[C:7]([S:12]([C:15]2[CH:20]=[CH:19][CH:18]=[CH:17][C:16]=2[C@@H:21]([OH:23])[CH3:22])(=[O:14])=[O:13])[CH:6]=[CH:5]3)=[CH:27][CH:26]=1, predict the reactants needed to synthesize it. The reactants are: Br[C:2]1[CH:3]=[C:4]2[C:9](=[CH:10][CH:11]=1)[CH:8]=[C:7]([S:12]([C:15]1[CH:20]=[CH:19][CH:18]=[CH:17][C:16]=1[C@@H:21]([OH:23])[CH3:22])(=[O:14])=[O:13])[CH:6]=[CH:5]2.[F:24][C:25]1[CH:30]=[CH:29][C:28](B(O)O)=[CH:27][CH:26]=1.